This data is from Full USPTO retrosynthesis dataset with 1.9M reactions from patents (1976-2016). The task is: Predict the reactants needed to synthesize the given product. (1) The reactants are: C[O:2][C:3]([C@@H:5]1[CH2:9][C@H:8]([O:10][Si:11]([C:24]([CH3:27])([CH3:26])[CH3:25])([C:18]2[CH:23]=[CH:22][CH:21]=[CH:20][CH:19]=2)[C:12]2[CH:17]=[CH:16][CH:15]=[CH:14][CH:13]=2)[CH2:7][N:6]1[C:28]([O:30][C:31]([CH3:34])([CH3:33])[CH3:32])=[O:29])=O.[BH4-].[Na+]. Given the product [Si:11]([O:10][C@@H:8]1[CH2:7][N:6]([C:28]([O:30][C:31]([CH3:34])([CH3:33])[CH3:32])=[O:29])[C@H:5]([CH2:3][OH:2])[CH2:9]1)([C:24]([CH3:26])([CH3:27])[CH3:25])([C:18]1[CH:19]=[CH:20][CH:21]=[CH:22][CH:23]=1)[C:12]1[CH:13]=[CH:14][CH:15]=[CH:16][CH:17]=1, predict the reactants needed to synthesize it. (2) Given the product [ClH:17].[NH:15]([C:5]1[CH:10]=[CH:9][C:8]([S:11]([CH3:14])(=[O:13])=[O:12])=[CH:7][N:6]=1)[NH2:16], predict the reactants needed to synthesize it. The reactants are: CS([C:5]1[CH:10]=[CH:9][C:8]([S:11]([CH3:14])(=[O:13])=[O:12])=[CH:7][N:6]=1)(=O)=O.[NH2:15][NH2:16].[ClH:17]. (3) Given the product [CH3:45][O:46][CH:47]([O:50][CH3:51])[CH2:48][NH:49][CH2:2][CH2:3][C:4]1[CH:9]=[CH:8][C:7]([CH2:10][CH2:11][C:12]2[N:13]=[C:14]([NH:17][C:18](=[O:20])[CH3:19])[S:15][CH:16]=2)=[CH:6][CH:5]=1, predict the reactants needed to synthesize it. The reactants are: O[CH2:2][CH2:3][C:4]1[CH:9]=[CH:8][C:7]([CH2:10][CH2:11][C:12]2[N:13]=[C:14]([NH:17][C:18](=[O:20])[CH3:19])[S:15][CH:16]=2)=[CH:6][CH:5]=1.C1(P(C2C=CC=CC=2)C2C=CC=CC=2)C=CC=CC=1.C(Br)(Br)(Br)Br.[CH3:45][O:46][CH:47]([O:50][CH3:51])[CH2:48][NH2:49]. (4) Given the product [CH2:1]1[C:6]2[NH:7][C:8]3[C:13]([C:5]=2[CH2:4][CH2:3][N:2]1[CH:15]([CH3:20])[C:16]([O:18][CH3:19])=[O:17])=[CH:12][CH:11]=[CH:10][CH:9]=3, predict the reactants needed to synthesize it. The reactants are: [CH2:1]1[C:6]2[NH:7][C:8]3[C:13]([C:5]=2[CH2:4][CH2:3][NH:2]1)=[CH:12][CH:11]=[CH:10][CH:9]=3.Br[CH:15]([CH3:20])[C:16]([O:18][CH3:19])=[O:17].C(N(C(C)C)C(C)C)C.